Dataset: Reaction yield outcomes from USPTO patents with 853,638 reactions. Task: Predict the reaction yield, written as a fraction of the theoretical maximum amount of product (1.0 means a 100% yield; for example, 0.34 means a 34% yield). (1) The reactants are [CH3:1][CH:2]1[CH2:6][O:5][C:4](=[O:7])[NH:3]1.[H-].[Na+].I[CH2:11][CH2:12][CH2:13][CH2:14][CH3:15].OS(O)(=O)=O. The catalyst is C1COCC1.CCCCCC. The product is [CH3:1][CH:2]1[CH2:6][O:5][C:4](=[O:7])[N:3]1[CH2:11][CH2:12][CH2:13][CH2:14][CH3:15]. The yield is 0.730. (2) The reactants are [C:1]([O:5][C:6]([NH:8][C@H:9]([CH2:29][C:30]1[CH:35]=[C:34]([F:36])[C:33]([F:37])=[CH:32][C:31]=1[F:38])[CH2:10][C:11]([N:13]1[CH2:18][CH2:17][N:16]2[C:19]([C:25]([F:28])([F:27])[F:26])=[N:20][C:21]([C:22](O)=[O:23])=[C:15]2[CH2:14]1)=[O:12])=[O:7])([CH3:4])([CH3:3])[CH3:2].[CH:39]1([NH2:42])[CH2:41][CH2:40]1.O=C1N(P(Cl)(N2CCOC2=O)=O)CCO1.C(N(CC)CC)C. The catalyst is ClCCl. The product is [C:1]([O:5][C:6](=[O:7])[NH:8][C@H:9]([CH2:29][C:30]1[CH:35]=[C:34]([F:36])[C:33]([F:37])=[CH:32][C:31]=1[F:38])[CH2:10][C:11]([N:13]1[CH2:18][CH2:17][N:16]2[C:19]([C:25]([F:28])([F:27])[F:26])=[N:20][C:21]([C:22](=[O:23])[NH:42][CH:39]3[CH2:41][CH2:40]3)=[C:15]2[CH2:14]1)=[O:12])([CH3:2])([CH3:3])[CH3:4]. The yield is 0.450. (3) The reactants are [N:1]1[C:10]2[C:5](=[CH:6][CH:7]=[CH:8][C:9]=2[C:11]([OH:13])=[O:12])[CH:4]=[CH:3][CH:2]=1.[C:14](O)(=O)C. The catalyst is C1(C)C=CC=CC=1.CO. The product is [N:1]1[C:10]2[C:5](=[CH:6][CH:7]=[CH:8][C:9]=2[C:11]([O:13][CH3:14])=[O:12])[CH:4]=[CH:3][CH:2]=1. The yield is 0.800. (4) The reactants are [Cl:1][C:2]1[N:3]=[N:4][CH:5]=[C:6](Cl)[C:7]=1[Cl:8].Cl.[CH2:11]([O:13][C:14](=[O:17])[CH2:15][NH2:16])[CH3:12].C(N(C(C)C)CC)(C)C. The catalyst is C(O)C. The product is [Cl:8][C:7]1[C:6]([NH:16][CH2:15][C:14]([O:13][CH2:11][CH3:12])=[O:17])=[CH:5][N:4]=[N:3][C:2]=1[Cl:1]. The yield is 0.310. (5) The reactants are Br[C:2]1[CH:11]=[C:10]2[C:5]([CH:6]=[CH:7][N:8]=[CH:9]2)=[CH:4][C:3]=1[O:12][CH3:13].[N:14]1[CH:19]=[CH:18][CH:17]=[C:16](B(O)O)[CH:15]=1.C(=O)([O-])[O-].[K+].[K+]. The catalyst is CN(C)C=O. The product is [CH3:13][O:12][C:3]1[CH:4]=[C:5]2[C:10](=[CH:11][C:2]=1[C:16]1[CH:15]=[N:14][CH:19]=[CH:18][CH:17]=1)[CH:9]=[N:8][CH:7]=[CH:6]2. The yield is 0.850. (6) The reactants are [CH3:1][O:2][C:3]([C:5]1([C:8]([OH:10])=O)[CH2:7][CH2:6]1)=[O:4].[F:11][C:12]1[CH:18]=[CH:17][C:15]([NH2:16])=[CH:14][CH:13]=1.C(N(C(C)C)CC)(C)C.F[B-](F)(F)F.N1(OC(N(C)C)=[N+](C)C)C2C=CC=CC=2N=N1. The catalyst is CN(C=O)C.C(OCC)(=O)C. The product is [F:11][C:12]1[CH:18]=[CH:17][C:15]([NH:16][C:8]([C:5]2([C:3]([O:2][CH3:1])=[O:4])[CH2:7][CH2:6]2)=[O:10])=[CH:14][CH:13]=1. The yield is 0.990. (7) The reactants are [CH:1]1([NH:6][C:7]2[N:12]3[N:13]=[C:14]([C:28]4[CH:29]=[C:30]([CH:33]=[CH:34][CH:35]=4)[C:31]#N)[C:15]([C:16]4[CH:21]=[CH:20][N:19]=[C:18]([NH:22][CH:23]5[CH2:27][CH2:26][CH2:25][CH2:24]5)[N:17]=4)=[C:11]3[CH:10]=[CH:9][CH:8]=2)[CH2:5][CH2:4][CH2:3][CH2:2]1.[OH-:36].[K+].Cl.C[OH:40]. No catalyst specified. The product is [CH:1]1([NH:6][C:7]2[N:12]3[N:13]=[C:14]([C:28]4[CH:29]=[C:30]([CH:33]=[CH:34][CH:35]=4)[C:31]([OH:40])=[O:36])[C:15]([C:16]4[CH:21]=[CH:20][N:19]=[C:18]([NH:22][CH:23]5[CH2:27][CH2:26][CH2:25][CH2:24]5)[N:17]=4)=[C:11]3[CH:10]=[CH:9][CH:8]=2)[CH2:5][CH2:4][CH2:3][CH2:2]1. The yield is 0.190.